Task: Predict the product of the given reaction.. Dataset: Forward reaction prediction with 1.9M reactions from USPTO patents (1976-2016) (1) The product is: [Cl:12][C:13]1[CH:14]=[CH:15][C:16]([S:19]([CH:21]([C:26]2[CH:31]=[C:30]([F:32])[CH:29]=[CH:28][C:27]=2[F:33])[CH2:22][CH2:23][CH2:24][CH3:25])(=[O:9])=[O:20])=[CH:17][CH:18]=1. Given the reactants ClC1C=CC=C(C(OO)=[O:9])C=1.[Cl:12][C:13]1[CH:18]=[CH:17][C:16]([S:19]([CH:21]([C:26]2[CH:31]=[C:30]([F:32])[CH:29]=[CH:28][C:27]=2[F:33])[CH2:22][CH2:23][CH2:24][CH3:25])=[O:20])=[CH:15][CH:14]=1, predict the reaction product. (2) Given the reactants [NH2:1][C:2]1[C:6]2[CH2:7][CH2:8][N:9]3[C:13]([C:5]=2[NH:4][N:3]=1)=[CH:12][C:11]([C:14]([O:16][CH2:17][CH3:18])=[O:15])=[CH:10]3.[C:19](O[C:19]([C:21]([F:24])([F:23])[F:22])=[O:20])([C:21]([F:24])([F:23])[F:22])=[O:20], predict the reaction product. The product is: [F:22][C:21]([F:24])([F:23])[C:19]([NH:1][C:2]1[C:6]2[CH2:7][CH2:8][N:9]3[C:13]([C:5]=2[NH:4][N:3]=1)=[CH:12][C:11]([C:14]([O:16][CH2:17][CH3:18])=[O:15])=[CH:10]3)=[O:20]. (3) Given the reactants [F:1][C:2]([F:15])([F:14])[C:3]([C:6]1[CH:11]=[CH:10][C:9]([O:12][CH3:13])=[CH:8][CH:7]=1)(O)[CH3:4].[Cl:16]CCl, predict the reaction product. The product is: [Cl:16][C:3]([C:6]1[CH:11]=[CH:10][C:9]([O:12][CH3:13])=[CH:8][CH:7]=1)([CH3:4])[C:2]([F:15])([F:14])[F:1]. (4) Given the reactants CC1C=CC(S([O:11][CH2:12][C@@H:13]2[C@@H:18]([OH:19])[C@H:17]([OH:20])[C@@H:16]([OH:21])[C@H:15]([C:22]3[CH:27]=[CH:26][C:25]([Cl:28])=[C:24]([CH2:29][C:30]4[S:31][C:32]([C:35]5[O:36][CH:37]=[CH:38][CH:39]=5)=[CH:33][N:34]=4)[CH:23]=3)[O:14]2)(=O)=O)=CC=1.[CH3:40][O-].[Na+], predict the reaction product. The product is: [Cl:28][C:25]1[CH:26]=[CH:27][C:22]([C@H:15]2[C@H:16]([OH:21])[C@@H:17]([OH:20])[C@H:18]([OH:19])[C@@H:13]([CH2:12][O:11][CH3:40])[O:14]2)=[CH:23][C:24]=1[CH2:29][C:30]1[S:31][C:32]([C:35]2[O:36][CH:37]=[CH:38][CH:39]=2)=[CH:33][N:34]=1.